From a dataset of Peptide-MHC class II binding affinity with 134,281 pairs from IEDB. Regression. Given a peptide amino acid sequence and an MHC pseudo amino acid sequence, predict their binding affinity value. This is MHC class II binding data. (1) The MHC is DRB1_0405 with pseudo-sequence DRB1_0405. The peptide sequence is LKLREVYTQLCDHRL. The binding affinity (normalized) is 0.480. (2) The peptide sequence is VNKYLKVVFIPNYNV. The MHC is HLA-DPA10301-DPB10402 with pseudo-sequence HLA-DPA10301-DPB10402. The binding affinity (normalized) is 0.803.